From a dataset of Full USPTO retrosynthesis dataset with 1.9M reactions from patents (1976-2016). Predict the reactants needed to synthesize the given product. Given the product [Cl:1][C:2]1[C:7]([C:8]([O:10][CH2:11][CH3:12])=[O:9])=[C:6]([NH:19][CH2:18][CH2:17][C:16]([CH3:21])([CH3:20])[CH3:15])[CH:5]=[C:4]([CH3:14])[N:3]=1, predict the reactants needed to synthesize it. The reactants are: [Cl:1][C:2]1[C:7]([C:8]([O:10][CH2:11][CH3:12])=[O:9])=[C:6](Cl)[CH:5]=[C:4]([CH3:14])[N:3]=1.[CH3:15][C:16]([CH3:21])([CH3:20])[CH2:17][CH2:18][NH2:19].